Predict the product of the given reaction. From a dataset of Forward reaction prediction with 1.9M reactions from USPTO patents (1976-2016). (1) Given the reactants [Br:1][C:2]1[C:11]([F:12])=[CH:10][C:5]([C:6](OC)=[O:7])=[C:4]([Cl:13])[CH:3]=1.CO.[BH4-].[Li+].C(OCC)(=O)C, predict the reaction product. The product is: [Br:1][C:2]1[C:11]([F:12])=[CH:10][C:5]([CH2:6][OH:7])=[C:4]([Cl:13])[CH:3]=1. (2) Given the reactants CC1(C)[O:6][C@@H:5]([C@@H:7]([C:17]2[S:18][CH:19]=[CH:20][CH:21]=2)[N:8]2[C:16]3[C:11](=[CH:12][CH:13]=[CH:14][CH:15]=3)[CH:10]=[CH:9]2)[CH2:4][O:3]1.C1(S(O)(=O)=O)C=CC=CC=1, predict the reaction product. The product is: [N:8]1([C@@H:7]([C:17]2[S:18][CH:19]=[CH:20][CH:21]=2)[C@H:5]([OH:6])[CH2:4][OH:3])[C:16]2[C:11](=[CH:12][CH:13]=[CH:14][CH:15]=2)[CH:10]=[CH:9]1.